Predict which catalyst facilitates the given reaction. From a dataset of Catalyst prediction with 721,799 reactions and 888 catalyst types from USPTO. (1) Reactant: Cl[CH2:2][CH2:3][C:4]([S:6][CH2:7][CH2:8][S:9][CH2:10][CH2:11][S:12][C:13](=[O:17])[CH2:14][CH2:15]Cl)=[O:5].C(N(CC)CC)C.CCCCCC.O. Product: [C:4]([S:6][CH2:7][CH2:8][S:9][CH2:10][CH2:11][S:12][C:13](=[O:17])[CH:14]=[CH2:15])(=[O:5])[CH:3]=[CH2:2]. The catalyst class is: 21. (2) Reactant: [CH3:1][O:2][C:3]1[CH:4]=[C:5]2[C:10](=[CH:11][C:12]=1[O:13][CH3:14])[N:9]=[CH:8][CH:7]=[C:6]2[O:15][C:16]1[C:22]([CH3:23])=[CH:21][C:19]([NH2:20])=[C:18]([CH3:24])[CH:17]=1.Cl[C:26](Cl)([O:28][C:29](=[O:35])OC(Cl)(Cl)Cl)Cl.[CH:37]1(CO)[CH2:43][CH2:42][CH2:41][CH2:40][CH2:39][CH2:38]1.C(=O)(O)[O-].[Na+]. Product: [CH3:1][O:2][C:3]1[CH:4]=[C:5]2[C:10](=[CH:11][C:12]=1[O:13][CH3:14])[N:9]=[CH:8][CH:7]=[C:6]2[O:15][C:16]1[C:22]([CH3:23])=[CH:21][C:19]([NH:20][C:29](=[O:35])[O:28][CH2:26][CH:37]2[CH2:43][CH2:42][CH2:41][CH2:40][CH2:39][CH2:38]2)=[C:18]([CH3:24])[CH:17]=1. The catalyst class is: 208. (3) Reactant: [NH2:1][C:2]1[N:6]([C:7]2[CH:8]=[CH:9][C:10]([Cl:14])=[C:11]([OH:13])[CH:12]=2)[N:5]=[C:4]([C:15]([CH3:18])([CH3:17])[CH3:16])[CH:3]=1.[Si:19](Cl)([C:22]([CH3:25])([CH3:24])[CH3:23])([CH3:21])[CH3:20].N1C=CN=C1.C(=O)(O)[O-].[Na+]. Product: [C:15]([C:4]1[CH:3]=[C:2]([NH2:1])[N:6]([C:7]2[CH:8]=[CH:9][C:10]([Cl:14])=[C:11]([O:13][Si:19]([C:22]([CH3:25])([CH3:24])[CH3:23])([CH3:21])[CH3:20])[CH:12]=2)[N:5]=1)([CH3:18])([CH3:17])[CH3:16]. The catalyst class is: 3.